From a dataset of Full USPTO retrosynthesis dataset with 1.9M reactions from patents (1976-2016). Predict the reactants needed to synthesize the given product. Given the product [CH3:15][C:14]([CH3:17])([CH3:16])[C:13]#[C:12][C:10]1[CH:9]=[C:8]([F:18])[C:3]([C:4]([OH:6])=[O:5])=[C:2]([F:1])[CH:11]=1, predict the reactants needed to synthesize it. The reactants are: [F:1][C:2]1[CH:11]=[C:10]([C:12]#[C:13][C:14]([CH3:17])([CH3:16])[CH3:15])[CH:9]=[C:8]([F:18])[C:3]=1[C:4]([O:6]C)=[O:5].[OH-].[Li+].CO.